This data is from Forward reaction prediction with 1.9M reactions from USPTO patents (1976-2016). The task is: Predict the product of the given reaction. (1) Given the reactants C[C:2]1[CH:10]=[C:9]([NH:11][C:12](=[O:36])[NH:13][C:14]2[CH:19]=[CH:18][C:17]([C:20]3[N:25]=[C:24]([O:26][CH:27]([CH3:29])[CH3:28])[N:23]=[C:22]([N:30]4[CH2:35][CH2:34][O:33][CH2:32][CH2:31]4)[N:21]=3)=[CH:16][CH:15]=2)[CH:8]=[CH:7][C:3]=1[C:4]([OH:6])=O.[NH2:37][CH:38]1[CH2:43][CH2:42][N:41]([CH3:44])[CH2:40][CH2:39]1, predict the reaction product. The product is: [CH:27]([O:26][C:24]1[N:23]=[C:22]([N:30]2[CH2:35][CH2:34][O:33][CH2:32][CH2:31]2)[N:21]=[C:20]([C:17]2[CH:18]=[CH:19][C:14]([NH:13][C:12]([NH:11][C:9]3[CH:10]=[CH:2][C:3]([C:4]([NH:37][CH:38]4[CH2:43][CH2:42][N:41]([CH3:44])[CH2:40][CH2:39]4)=[O:6])=[CH:7][CH:8]=3)=[O:36])=[CH:15][CH:16]=2)[N:25]=1)([CH3:28])[CH3:29]. (2) Given the reactants Cl.Cl.[C:3]([C:11]1[CH:41]=[CH:40][C:14]([CH2:15][N:16]2[CH2:20][CH2:19][C@@H:18]([N:21]([C:33]([O:35][C:36]([CH3:39])([CH3:38])[CH3:37])=[O:34])[C:22]3[N:27]=[CH:26][C:25](/[CH:28]=[CH:29]/[C:30](O)=[O:31])=[CH:24][CH:23]=3)[CH2:17]2)=[CH:13][CH:12]=1)(=[O:10])[C:4]1[CH:9]=[CH:8][CH:7]=[CH:6][CH:5]=1.[O:42]1[CH2:47][CH2:46][CH2:45][CH2:44][CH:43]1[O:48][NH2:49].ON1C2C=CC=CC=2N=N1.CN(C)CCCN=C=NCC.C([O-])(O)=O.[Na+], predict the reaction product. The product is: [C:3]([C:11]1[CH:12]=[CH:13][C:14]([CH2:15][N:16]2[CH2:20][CH2:19][C@@H:18]([N:21]([C:22]3[CH:23]=[CH:24][C:25](/[CH:28]=[CH:29]/[C:30](=[O:31])[NH:49][O:48][CH:43]4[CH2:44][CH2:45][CH2:46][CH2:47][O:42]4)=[CH:26][N:27]=3)[C:33](=[O:34])[O:35][C:36]([CH3:39])([CH3:38])[CH3:37])[CH2:17]2)=[CH:40][CH:41]=1)(=[O:10])[C:4]1[CH:9]=[CH:8][CH:7]=[CH:6][CH:5]=1. (3) Given the reactants [NH2:1][C:2]1[S:3][C@:4]2([CH2:19][OH:20])[C@H:6]([C@:7]([C:10]3[CH:15]=[C:14]([NH2:16])[CH:13]=[C:12]([F:17])[C:11]=3[F:18])([CH3:9])[N:8]=1)[CH2:5]2.Cl[C:22]1[N:23]=[CH:24][CH:25]=[C:26]2[C:31]=1[N:30]=[CH:29][C:28]([C:32]#[N:33])=[CH:27]2.O.C1(C)C=CC(S(O)(=O)=O)=CC=1, predict the reaction product. The product is: [NH2:1][C:2]1[S:3][C@:4]2([CH2:19][OH:20])[C@H:6]([C@:7]([C:10]3[CH:15]=[C:14]([NH:16][C:22]4[N:23]=[CH:24][CH:25]=[C:26]5[C:31]=4[N:30]=[CH:29][C:28]([C:32]#[N:33])=[CH:27]5)[CH:13]=[C:12]([F:17])[C:11]=3[F:18])([CH3:9])[N:8]=1)[CH2:5]2. (4) Given the reactants C(OP([CH2:9][C:10]([O:12][CH2:13][CH3:14])=[O:11])(OCC)=O)C.[H-].[Na+].[CH2:17]([O:21][C:22]1[C:31]2[C:26](=[CH:27][CH:28]=[C:29]([CH:32]=O)[CH:30]=2)[C:25](=[O:34])[N:24]([CH2:35][C:36]([CH3:39])([CH3:38])[CH3:37])[C:23]=1[CH2:40][NH:41][C:42](=[O:48])[O:43][C:44]([CH3:47])([CH3:46])[CH3:45])[CH2:18][CH2:19][CH3:20].O, predict the reaction product. The product is: [CH2:17]([O:21][C:22]1[C:31]2[C:26](=[CH:27][CH:28]=[C:29](/[CH:32]=[CH:9]/[C:10]([O:12][CH2:13][CH3:14])=[O:11])[CH:30]=2)[C:25](=[O:34])[N:24]([CH2:35][C:36]([CH3:37])([CH3:38])[CH3:39])[C:23]=1[CH2:40][NH:41][C:42]([O:43][C:44]([CH3:45])([CH3:47])[CH3:46])=[O:48])[CH2:18][CH2:19][CH3:20].